Predict which catalyst facilitates the given reaction. From a dataset of Catalyst prediction with 721,799 reactions and 888 catalyst types from USPTO. (1) Reactant: [OH-].[Na+].C[O:4][C:5](=[O:39])[CH2:6][C:7]1[CH:8]=[N:9][CH:10]=[C:11]([C:13]2[CH:18]=[CH:17][C:16]([C:19]([CH2:37][CH3:38])([C:22]3[CH:27]=[CH:26][C:25](/[CH:28]=[CH:29]/[C:30]([CH2:34][CH3:35])([OH:33])[CH2:31][CH3:32])=[C:24]([CH3:36])[CH:23]=3)[CH2:20][CH3:21])=[CH:15][CH:14]=2)[CH:12]=1.[Cl-].[NH4+]. Product: [CH2:20]([C:19]([C:16]1[CH:15]=[CH:14][C:13]([C:11]2[CH:12]=[C:7]([CH2:6][C:5]([OH:39])=[O:4])[CH:8]=[N:9][CH:10]=2)=[CH:18][CH:17]=1)([C:22]1[CH:27]=[CH:26][C:25](/[CH:28]=[CH:29]/[C:30]([CH2:31][CH3:32])([OH:33])[CH2:34][CH3:35])=[C:24]([CH3:36])[CH:23]=1)[CH2:37][CH3:38])[CH3:21]. The catalyst class is: 111. (2) Reactant: [H-].[Na+].[Br:3][C:4]1[NH:5][C:6]2[C:11]([C:12]=1[CH:13]1[CH2:18][CH2:17][CH2:16][CH2:15][CH2:14]1)=[CH:10][CH:9]=[C:8]([C:19]([O:21][CH3:22])=[O:20])[CH:7]=2.N1C2C(=CC=C(C(OC)=O)C=2)C=C1.Br[CH2:37][CH:38]1[O:42][CH2:41][CH2:40][O:39]1. Product: [Br:3][C:4]1[N:5]([CH2:37][CH:38]2[O:42][CH2:41][CH2:40][O:39]2)[C:6]2[C:11]([C:12]=1[CH:13]1[CH2:18][CH2:17][CH2:16][CH2:15][CH2:14]1)=[CH:10][CH:9]=[C:8]([C:19]([O:21][CH3:22])=[O:20])[CH:7]=2. The catalyst class is: 3. (3) Reactant: [CH3:1][N:2]1[CH2:11][CH2:10][C:9]2[C:4](=[CH:5][C:6]([N+:12]([O-])=O)=[CH:7][CH:8]=2)[CH2:3]1. Product: [CH3:1][N:2]1[CH2:11][CH2:10][C:9]2[C:4](=[CH:5][C:6]([NH2:12])=[CH:7][CH:8]=2)[CH2:3]1. The catalyst class is: 29. (4) Reactant: C(OC(=O)[NH:10][CH2:11][C:12](=[O:25])[NH:13][C@H:14]1[CH2:19][CH2:18][C@@H:17]([N:20]([CH:22]([CH3:24])[CH3:23])[CH3:21])[CH2:16][CH2:15]1)C1C=CC=CC=1. Product: [NH2:10][CH2:11][C:12]([NH:13][C@H:14]1[CH2:19][CH2:18][C@@H:17]([N:20]([CH:22]([CH3:24])[CH3:23])[CH3:21])[CH2:16][CH2:15]1)=[O:25]. The catalyst class is: 563. (5) Reactant: [C:1]([N:20]1[CH:24]=[C:23]([CH:25]([OH:27])[CH3:26])[N:22]=[CH:21]1)([C:14]1[CH:19]=[CH:18][CH:17]=[CH:16][CH:15]=1)([C:8]1[CH:13]=[CH:12][CH:11]=[CH:10][CH:9]=1)[C:2]1[CH:7]=[CH:6][CH:5]=[CH:4][CH:3]=1.C(N(C(C)C)CC)(C)C.[CH3:37][S:38](Cl)(=[O:40])=[O:39].CCOC(C)=O.[Cl-].[Na+].O. Product: [CH3:37][S:38]([O:27][CH:25]([C:23]1[N:22]=[CH:21][N:20]([C:1]([C:14]2[CH:15]=[CH:16][CH:17]=[CH:18][CH:19]=2)([C:8]2[CH:9]=[CH:10][CH:11]=[CH:12][CH:13]=2)[C:2]2[CH:7]=[CH:6][CH:5]=[CH:4][CH:3]=2)[CH:24]=1)[CH3:26])(=[O:40])=[O:39]. The catalyst class is: 4. (6) Reactant: [CH3:1][C:2]1[O:6][C:5]([C:7]2[CH:12]=[CH:11][CH:10]=[CH:9][CH:8]=2)=[N:4][C:3]=1[CH2:13][O:14][C:15]1[CH:35]=[CH:34][C:18]([CH2:19][O:20][C:21]2[C:26]([CH:27]=[CH:28][C:29]([O:31]CC)=[O:30])=[CH:25][CH:24]=[CH:23][N:22]=2)=[CH:17][CH:16]=1.O1CCCC1.[OH-].[Na+]. Product: [CH3:1][C:2]1[O:6][C:5]([C:7]2[CH:8]=[CH:9][CH:10]=[CH:11][CH:12]=2)=[N:4][C:3]=1[CH2:13][O:14][C:15]1[CH:35]=[CH:34][C:18]([CH2:19][O:20][C:21]2[C:26]([CH:27]=[CH:28][C:29]([OH:31])=[O:30])=[CH:25][CH:24]=[CH:23][N:22]=2)=[CH:17][CH:16]=1. The catalyst class is: 8. (7) Reactant: [C:1]([O:5][C:6](=[O:27])[NH:7][CH2:8][CH2:9][CH2:10][N:11]1[CH2:18][CH:17]2[O:19][CH:13]([CH2:14][N:15](CC3C=CC=CC=3)[CH2:16]2)[CH2:12]1)([CH3:4])([CH3:3])[CH3:2]. Product: [C:1]([O:5][C:6](=[O:27])[NH:7][CH2:8][CH2:9][CH2:10][N:11]1[CH2:12][CH:13]2[O:19][CH:17]([CH2:16][NH:15][CH2:14]2)[CH2:18]1)([CH3:4])([CH3:2])[CH3:3]. The catalyst class is: 421. (8) Reactant: [C:1]([O:9][C:10]1[CH:19]=[CH:18][C:13]([C:14]([O:16][CH3:17])=[O:15])=[CH:12][C:11]=1[CH:20]=[O:21])(=[O:8])[C:2]1[CH:7]=[CH:6][CH:5]=[CH:4][CH:3]=1.CS(C)=[O:24].Cl([O-])=O.[Na+].Cl. Product: [C:1]([O:9][C:10]1[CH:19]=[CH:18][C:13]([C:14]([O:16][CH3:17])=[O:15])=[CH:12][C:11]=1[C:20]([OH:24])=[O:21])(=[O:8])[C:2]1[CH:7]=[CH:6][CH:5]=[CH:4][CH:3]=1. The catalyst class is: 6.